This data is from Full USPTO retrosynthesis dataset with 1.9M reactions from patents (1976-2016). The task is: Predict the reactants needed to synthesize the given product. (1) The reactants are: C(O)[C@H]1O[C@H](O[C@]2(CO)O[C@H](CO)[C@@H](O)[C@@H]2O)[C@H](O)[C@@H](O)[C@@H]1O.[CH3:24][C:25]([NH2:34])([CH2:27][C:28]1[CH:29]=[CH:30][CH:31]=[CH:32][CH:33]=1)[CH3:26].Cl. Given the product [CH3:26][C:25]([NH2:34])([CH2:27][C:28]1[CH:29]=[CH:30][CH:31]=[CH:32][CH:33]=1)[CH3:24], predict the reactants needed to synthesize it. (2) Given the product [ClH:15].[ClH:41].[ClH:15].[NH2:1][C:2]1[S:3][CH:4]=[C:5]([CH2:7][N:8]([CH3:40])[C:9]2[NH:14][C:13]([Cl:15])=[N:12][C:11](=[N:16][NH2:17])[C:10]=2[F:39])[N:6]=1, predict the reactants needed to synthesize it. The reactants are: [NH2:1][C:2]1[S:3][CH:4]=[C:5]([CH2:7][N:8]([CH3:40])[C:9]2[N:14]=[C:13]([Cl:15])[N:12]=[C:11]([N:16](C(OC(C)(C)C)=O)[N:17](C(OC(C)(C)C)=O)C(OC(C)(C)C)=O)[C:10]=2[F:39])[N:6]=1.[ClH:41]. (3) Given the product [C:18]([O:22][C:23]([N:25]1[CH2:30][CH2:29][N:28]([C:2]2[CH:7]=[C:6]([Cl:8])[N:5]=[C:4]([S:9][CH3:10])[N:3]=2)[CH2:27][CH2:26]1)=[O:24])([CH3:21])([CH3:19])[CH3:20], predict the reactants needed to synthesize it. The reactants are: Cl[C:2]1[CH:7]=[C:6]([Cl:8])[N:5]=[C:4]([S:9][CH3:10])[N:3]=1.C(N(CC)CC)C.[C:18]([O:22][C:23]([N:25]1[CH2:30][CH2:29][NH:28][CH2:27][CH2:26]1)=[O:24])([CH3:21])([CH3:20])[CH3:19]. (4) The reactants are: Cl[CH2:2][C:3]1[CH:8]=[CH:7][C:6]([N:9]2[C:13]([CH3:15])([CH3:14])[C:12](=[O:16])[N:11]([C:17]3[CH:24]=[CH:23][C:20]([C:21]#[N:22])=[C:19]([C:25]([F:28])([F:27])[F:26])[CH:18]=3)[C:10]2=[S:29])=[CH:5][C:4]=1[F:30].[NH:31]1[CH2:36][CH2:35][CH2:34][CH2:33][CH2:32]1. Given the product [F:30][C:4]1[CH:5]=[C:6]([N:9]2[C:13]([CH3:15])([CH3:14])[C:12](=[O:16])[N:11]([C:17]3[CH:24]=[CH:23][C:20]([C:21]#[N:22])=[C:19]([C:25]([F:27])([F:26])[F:28])[CH:18]=3)[C:10]2=[S:29])[CH:7]=[CH:8][C:3]=1[CH2:2][N:31]1[CH2:36][CH2:35][CH2:34][CH2:33][CH2:32]1, predict the reactants needed to synthesize it. (5) Given the product [CH3:19][C:20]1([CH3:36])[C:24]([CH3:26])([CH3:25])[O:23][B:22]([C:2]2[CH:7]=[CH:6][C:5]([C:8]([OH:13])([CH2:11][CH3:12])[CH2:9][CH3:10])=[CH:4][CH:3]=2)[O:21]1, predict the reactants needed to synthesize it. The reactants are: Br[C:2]1[CH:7]=[CH:6][C:5]([C:8]([OH:13])([CH2:11][CH3:12])[CH2:9][CH3:10])=[CH:4][CH:3]=1.CC([O-])=O.[K+].[CH3:19][C:20]1([CH3:36])[C:24]([CH3:26])([CH3:25])[O:23][B:22]([B:22]2[O:23][C:24]([CH3:26])([CH3:25])[C:20]([CH3:36])([CH3:19])[O:21]2)[O:21]1.O.